Regression. Given a peptide amino acid sequence and an MHC pseudo amino acid sequence, predict their binding affinity value. This is MHC class I binding data. From a dataset of Peptide-MHC class I binding affinity with 185,985 pairs from IEDB/IMGT. The peptide sequence is STCYVFGLY. The MHC is Patr-A0101 with pseudo-sequence Patr-A0101. The binding affinity (normalized) is 0.